From a dataset of Experimentally validated miRNA-target interactions with 360,000+ pairs, plus equal number of negative samples. Binary Classification. Given a miRNA mature sequence and a target amino acid sequence, predict their likelihood of interaction. (1) The miRNA is hsa-miR-1909-5p with sequence UGAGUGCCGGUGCCUGCCCUG. The protein sequence of the target gene is MMHPVAGSNPAFCGPGKPSCLNEDAMRAADQFDLYSSQQNKYSHTVSHKPMVCQRQDPLNETHLQPTSGRNIEIKDELKKKKNLNRSGKRGRPSGTTKSAGYRTSTGRPLGTTKAAGFKTSPGRPLGTTKAAGYKVSPGRPPGSIKALSRLADLGYGCGTAAFPYPMMHSRVVHGLQETSGEVKPPSE. Result: 0 (no interaction). (2) The miRNA is mmu-miR-541-5p with sequence AAGGGAUUCUGAUGUUGGUCACACU. The protein sequence of the target gene is MATKEKLQCLKDFHKDILKPSPGKSPGTRPEDEADGKPPQREKWSSKIDFVLSVAGGFVGLGNVWRFPYLCYKNGGGAFLIPYFIFLFGSGLPVFFLEVIIGQYTSEGGITCWEKICPLFSGIGYASIVIVSLLNVYYIVILAWATYYLFHSFQKDLPWAHCNHSWNTPQCMEDTLRRNESHWVSLSTANFTSPVIEFWERNVLSLSSGIDNPGSLKWDLALCLLLVWLVCFFCIWKGVRSTGKVVYFTATFPFAMLLVLLVRGLTLPGAGEGIKFYLYPDISRLGDPQVWIDAGTQIFF.... Result: 1 (interaction). (3) The miRNA is mmu-miR-3473d with sequence CCACUGAGCCACUUUCCAGCCCUU. The protein sequence of the target gene is MASPQLRGYGVQAIPVLLLLLLLLLLPLRVTPGTTCPPPVSIEHADIRVKNYSVNSRERYVCNSGFKRKAGTSTLIECVINKNTNVAHWTTPSLKCIRDPSLAHYSPVPTVVTPKVTSQPESPSPSAKEPEAFSPKSDTAMTTETAIMPGSRLTPSQTTSAGTTGTGSHKSSRAPSLAATMTLEPTASTSLRITEISPHSSKMTKVAISTSVLLVGAGVVMAFLAWYIKSRQPSQPCRVEVETMETVPMTVRASSKEDEDTGA. Result: 1 (interaction). (4) The miRNA is hsa-miR-425-5p with sequence AAUGACACGAUCACUCCCGUUGA. The protein sequence of the target gene is MASNVTNKTDPRSMNSRVFIGNLNTLVVKKSDVEAIFSKYGKIVGCSVHKGFAFVQYVNERNARAAVAGEDGRMIAGQVLDINLAAEPKVNRGKAGVKRSAAEMYGSVPEHPSPSPLLSSSFDLDYDFQRDYYDRMYSYPARVPPPPPIARAVVPSKRQRVSGNTSRRGKSGFNSKSGQRGSSSKSGKLKGDDLQAIKKELTQIKQKVDSLLESLEKIEKEQSKQADLSFSSPVEMKNEKSEEEQSSASVKKDETNVKMESEAGADDSAEEGDLLDDDDNEDRGDDQLELKDDEKEPEEG.... Result: 0 (no interaction). (5) The miRNA is hsa-miR-1976 with sequence CCUCCUGCCCUCCUUGCUGU. The protein sequence of the target gene is MDFREILMIASKGQGVNNVPKRYSLAVGPPKKDPKVKGVQSAAVQAFLKRKEEELRRKALEEKRRKEELVKKRIELKHDKKARAMAKRTKDNFHGYNGIPIEEKSKKRQATESHTSQGTDREYEMEEENEFLEYNHAESEQEYEEEQEPPKVESKPKVPLKSAPPPMNFTDLLRLAEKKQFEPVEIKVVKKSEERPMTAEELREREFLERKHRRKKLETDGKLPPTVSKKAPSQKESVGTKLSKGSGDRHPSSKGMPLPHAEKKSRPSMANEKHLALSSSKSMPGERIKAGSGNSSQPSL.... Result: 1 (interaction).